Predict the product of the given reaction. From a dataset of Forward reaction prediction with 1.9M reactions from USPTO patents (1976-2016). (1) Given the reactants [NH:1]1[CH2:6][CH2:5][CH2:4][CH2:3][CH:2]1[CH2:7][CH2:8][O:9][C:10]1[CH:11]=[C:12]([C:16]2[C:24]3[C:19](=[CH:20][CH:21]=[C:22]([C:25]([NH2:27])=[O:26])[CH:23]=3)[N:18](C3CCCCO3)[N:17]=2)[CH:13]=[CH:14][CH:15]=1, predict the reaction product. The product is: [NH:1]1[CH2:6][CH2:5][CH2:4][CH2:3][CH:2]1[CH2:7][CH2:8][O:9][C:10]1[CH:11]=[C:12]([C:16]2[C:24]3[C:19](=[CH:20][CH:21]=[C:22]([C:25]([NH2:27])=[O:26])[CH:23]=3)[NH:18][N:17]=2)[CH:13]=[CH:14][CH:15]=1. (2) Given the reactants [C:1](Cl)(=[O:6])[CH2:2][CH:3]([CH3:5])[CH3:4].[CH2:8]([OH:11])[CH2:9][CH3:10].C(N(CC)CC)C, predict the reaction product. The product is: [CH2:8]([O:11][C:1](=[O:6])[CH2:2][CH:3]([CH3:5])[CH3:4])[CH2:9][CH3:10].